From a dataset of Full USPTO retrosynthesis dataset with 1.9M reactions from patents (1976-2016). Predict the reactants needed to synthesize the given product. (1) Given the product [F:26][C:27]1[N:32]=[CH:31][C:30]([C:2]2[CH:3]=[CH:4][C:5]([C@@H:8]3[CH2:12][N:11]([C:13]4[CH:14]=[CH:15][CH:16]=[CH:17][CH:18]=4)[CH2:10][C@H:9]3[NH:19][S:20]([CH:23]([CH3:24])[CH3:25])(=[O:22])=[O:21])=[CH:6][CH:7]=2)=[CH:29][CH:28]=1, predict the reactants needed to synthesize it. The reactants are: Br[C:2]1[CH:7]=[CH:6][C:5]([C@@H:8]2[CH2:12][N:11]([C:13]3[CH:18]=[CH:17][CH:16]=[CH:15][CH:14]=3)[CH2:10][C@H:9]2[NH:19][S:20]([CH:23]([CH3:25])[CH3:24])(=[O:22])=[O:21])=[CH:4][CH:3]=1.[F:26][C:27]1[N:32]=[CH:31][C:30](B(O)O)=[CH:29][CH:28]=1. (2) Given the product [C:17]([C:21]1[CH:25]=[C:24](/[CH:26]=[CH:9]/[C:10]([O:12][CH2:13][CH3:14])=[O:11])[N:23]([CH2:28][C:29]2[CH:34]=[CH:33][C:32]([C:35]([F:38])([F:37])[F:36])=[CH:31][C:30]=2[Cl:39])[N:22]=1)([CH3:20])([CH3:18])[CH3:19], predict the reactants needed to synthesize it. The reactants are: C(OP([CH2:9][C:10]([O:12][CH2:13][CH3:14])=[O:11])(OCC)=O)C.[H-].[Na+].[C:17]([C:21]1[CH:25]=[C:24]([CH:26]=O)[N:23]([CH2:28][C:29]2[CH:34]=[CH:33][C:32]([C:35]([F:38])([F:37])[F:36])=[CH:31][C:30]=2[Cl:39])[N:22]=1)([CH3:20])([CH3:19])[CH3:18].[Cl-].[NH4+]. (3) Given the product [O:27]1[CH2:28][CH2:23][N:2]([C:3]2[C:12](=[O:13])[C:11]3[C:6](=[CH:7][CH:8]=[CH:9][CH:10]=3)[C:5](=[N:14][S:15]([C:18]3[S:19][CH:20]=[CH:21][CH:22]=3)(=[O:16])=[O:17])[CH:4]=2)[CH2:1][CH2:26]1.[CH3:1][N:2]([CH3:23])[C:3]1[C:12](=[O:13])[C:11]2[C:6](=[CH:7][CH:8]=[CH:9][CH:10]=2)[C:5](=[N:14][S:15]([C:18]2[S:19][CH:20]=[CH:21][CH:22]=2)(=[O:16])=[O:17])[CH:4]=1, predict the reactants needed to synthesize it. The reactants are: [CH3:1][N:2]([CH3:23])[C:3]1[C:12](=[O:13])[C:11]2[C:6](=[CH:7][CH:8]=[CH:9][CH:10]=2)[C:5](=[N:14][S:15]([C:18]2[S:19][CH:20]=[CH:21][CH:22]=2)(=[O:17])=[O:16])[CH:4]=1.N1C[CH2:28][O:27][CH2:26]C1. (4) Given the product [Cl:22][C:20]1[CH:19]=[C:5]([CH:4]=[C:3]([CH2:2][NH:1][CH2:26][C:27]([F:30])([F:29])[F:28])[CH:21]=1)[CH2:6][O:7][C:8]1[CH:13]=[CH:12][CH:11]=[CH:10][C:9]=1[CH2:14][C:15]([O:17][CH3:18])=[O:16], predict the reactants needed to synthesize it. The reactants are: [NH2:1][CH2:2][C:3]1[CH:4]=[C:5]([CH:19]=[C:20]([Cl:22])[CH:21]=1)[CH2:6][O:7][C:8]1[CH:13]=[CH:12][CH:11]=[CH:10][C:9]=1[CH2:14][C:15]([O:17][CH3:18])=[O:16].C(O[CH:26](O)[C:27]([F:30])([F:29])[F:28])C.[BH4-].[Na+]. (5) Given the product [CH3:9][N:8]([CH3:10])[CH2:7][CH2:6][O:5][C:4]1[CH:11]=[CH:12][CH:13]=[C:2]([B:19]2[O:23][C:22]([CH3:25])([CH3:24])[C:21]([CH3:27])([CH3:26])[O:20]2)[CH:3]=1, predict the reactants needed to synthesize it. The reactants are: Br[C:2]1[CH:3]=[C:4]([CH:11]=[CH:12][CH:13]=1)[O:5][CH2:6][CH2:7][N:8]([CH3:10])[CH3:9].C([O-])(=O)C.[K+].[B:19]1([B:19]2[O:23][C:22]([CH3:25])([CH3:24])[C:21]([CH3:27])([CH3:26])[O:20]2)[O:23][C:22]([CH3:25])([CH3:24])[C:21]([CH3:27])([CH3:26])[O:20]1.C(Cl)Cl. (6) The reactants are: [C:1]([O:5][C:6]([N:8]1[C:12]2=[N:13][CH:14]=[C:15]([O:17][CH2:18][C:19]3[CH:24]=[CH:23][CH:22]=[CH:21][CH:20]=3)[CH:16]=[C:11]2[CH:10]=[C:9]1[CH:25]=[O:26])=[O:7])([CH3:4])([CH3:3])[CH3:2].Cl([O-])=[O:28].[Na+].P([O-])(O)(O)=O.[Na+]. Given the product [C:1]([O:5][C:6]([N:8]1[C:12]2=[N:13][CH:14]=[C:15]([O:17][CH2:18][C:19]3[CH:24]=[CH:23][CH:22]=[CH:21][CH:20]=3)[CH:16]=[C:11]2[CH:10]=[C:9]1[C:25]([OH:28])=[O:26])=[O:7])([CH3:4])([CH3:2])[CH3:3], predict the reactants needed to synthesize it. (7) Given the product [O:24]([C:20]1[CH:19]=[C:18]([CH:23]=[CH:22][CH:21]=1)[CH2:17][O:16][C:12]1[CH:11]=[C:10]2[C:15](=[CH:14][CH:13]=1)[C:6]([CH2:5][C:4]([OH:31])=[O:3])=[CH:7][CH2:8][CH2:9]2)[C:25]1[CH:26]=[CH:27][CH:28]=[CH:29][CH:30]=1, predict the reactants needed to synthesize it. The reactants are: C([O:3][C:4](=[O:31])[CH2:5][C:6]1[C:15]2[C:10](=[CH:11][C:12]([O:16][CH2:17][C:18]3[CH:23]=[CH:22][CH:21]=[C:20]([O:24][C:25]4[CH:30]=[CH:29][CH:28]=[CH:27][CH:26]=4)[CH:19]=3)=[CH:13][CH:14]=2)[CH2:9][CH2:8][CH:7]=1)C.C(O)C.[OH-].[Na+].Cl.